From a dataset of Reaction yield outcomes from USPTO patents with 853,638 reactions. Predict the reaction yield, written as a fraction of the theoretical maximum amount of product (1.0 means a 100% yield; for example, 0.34 means a 34% yield). (1) The reactants are [CH3:1][C@H:2]1[CH2:6][C@@H:5]([CH2:7][N:8]2[C:16]3[C:11](=[CH:12][C:13]([C:17]4[CH:18]=[N:19][N:20](C5CCCCO5)[CH:21]=4)=[CH:14][CH:15]=3)[CH:10]=[CH:9]2)[CH2:4][N:3]1[C:28](=[O:37])[CH2:29][CH2:30][C:31]1[CH:36]=[CH:35][CH:34]=[CH:33][CH:32]=1.C([O-])(O)=O.[Na+]. The catalyst is CO.ClCCl. The product is [NH:19]1[CH:18]=[C:17]([C:13]2[CH:12]=[C:11]3[C:16](=[CH:15][CH:14]=2)[N:8]([CH2:7][C@H:5]2[CH2:4][N:3]([C:28](=[O:37])[CH2:29][CH2:30][C:31]4[CH:32]=[CH:33][CH:34]=[CH:35][CH:36]=4)[C@@H:2]([CH3:1])[CH2:6]2)[CH:9]=[CH:10]3)[CH:21]=[N:20]1. The yield is 0.160. (2) The reactants are [C:1]([O:5][C:6]([CH:8]1[CH2:13][CH2:12][N:11]([C:14]2[C:24]([C:25]#[N:26])=[CH:23][C:17]([C:18]([O:20]CC)=[O:19])=[C:16]([CH3:27])[N:15]=2)[CH2:10][CH2:9]1)=[O:7])([CH3:4])([CH3:3])[CH3:2].[Li+].[OH-].Cl. The catalyst is C1COCC1. The product is [C:1]([O:5][C:6]([CH:8]1[CH2:13][CH2:12][N:11]([C:14]2[C:24]([C:25]#[N:26])=[CH:23][C:17]([C:18]([OH:20])=[O:19])=[C:16]([CH3:27])[N:15]=2)[CH2:10][CH2:9]1)=[O:7])([CH3:4])([CH3:3])[CH3:2]. The yield is 0.200. (3) The reactants are Br[CH2:2][CH2:3][CH2:4][CH2:5][O:6][C:7]1[CH:12]=[CH:11][C:10]([C:13]([O:22][CH2:23][O:24][CH3:25])([C:18]([F:21])([F:20])[F:19])[C:14]([F:17])([F:16])[F:15])=[CH:9][C:8]=1[CH2:26][CH2:27][CH3:28].[CH3:29][N:30]1[C:34]([CH3:36])([CH3:35])[C:33](=[O:37])[NH:32][C:31]1=[O:38].C(=O)([O-])[O-].[K+].[K+]. No catalyst specified. The product is [F:15][C:14]([F:17])([F:16])[C:13]([C:10]1[CH:11]=[CH:12][C:7]([O:6][CH2:5][CH2:4][CH2:3][CH2:2][N:32]2[C:33](=[O:37])[C:34]([CH3:36])([CH3:35])[N:30]([CH3:29])[C:31]2=[O:38])=[C:8]([CH2:26][CH2:27][CH3:28])[CH:9]=1)([O:22][CH2:23][O:24][CH3:25])[C:18]([F:21])([F:20])[F:19]. The yield is 1.00. (4) The product is [F:20][C:19]([F:22])([F:21])[C:17](=[O:18])[CH2:16][C:15]([NH:1][C:2]1[NH:3][N:4]=[C:5]([C:7]2[CH:11]=[CH:10][S:9][CH:8]=2)[CH:6]=1)=[O:14]. The catalyst is C(O)(=O)C. The reactants are [NH2:1][C:2]1[NH:3][N:4]=[C:5]([C:7]2[CH:11]=[CH:10][S:9][CH:8]=2)[CH:6]=1.C([O:14][C:15](=O)[CH2:16][C:17]([C:19]([F:22])([F:21])[F:20])=[O:18])C. The yield is 0.0720. (5) No catalyst specified. The product is [ClH:39].[NH2:23][C@@H:19]1[CH2:20][CH2:21][CH2:22][N:17]([C:3]2[C:2]([Br:1])=[CH:7][N:6]=[C:5]3[NH:8][CH:9]=[C:10]([NH:11][C:12](=[O:16])[C@@H:13]([OH:15])[CH3:14])[C:4]=23)[CH2:18]1. The yield is 0.620. The reactants are [Br:1][C:2]1[C:3]([N:17]2[CH2:22][CH2:21][CH2:20][C@@H:19]([NH:23]C(=O)OC(C)(C)C)[CH2:18]2)=[C:4]2[C:10]([NH:11][C:12](=[O:16])[C@@H:13]([OH:15])[CH3:14])=[CH:9][NH:8][C:5]2=[N:6][CH:7]=1.C(O)(C(F)(F)F)=O.C(Cl)[Cl:39]. (6) The reactants are [CH3:1][CH:2]([CH3:43])[C@H:3]([NH:38][C:39](=[O:42])[O:40][CH3:41])[C:4](=[O:37])[N:5]1[CH2:9][CH2:8][CH2:7][C@H:6]1[C:10]1[NH:11][C:12]([C:15]2[CH:20]=[CH:19][C:18]([C:21]3[CH:26]=[CH:25][C:24]([C:27]4[NH:31][C:30]([C@@H:32]5[CH2:36][CH2:35][CH2:34][NH:33]5)=[N:29][CH:28]=4)=[CH:23][CH:22]=3)=[CH:17][CH:16]=2)=[CH:13][N:14]=1.CCN(C(C)C)C(C)C.[CH3:53][CH:54]([CH3:66])[C@H:55]([NH:59][C:60]1[CH:61]=[N:62][CH:63]=[CH:64][CH:65]=1)[C:56](O)=[O:57].CN(C(ON1N=NC2C=CC=NC1=2)=[N+](C)C)C.F[P-](F)(F)(F)(F)F. The product is [CH3:1][CH:2]([CH3:43])[C@H:3]([NH:38][C:39](=[O:42])[O:40][CH3:41])[C:4]([N:5]1[CH2:9][CH2:8][CH2:7][C@H:6]1[C:10]1[NH:11][C:12]([C:15]2[CH:20]=[CH:19][C:18]([C:21]3[CH:22]=[CH:23][C:24]([C:27]4[NH:31][C:30]([C@@H:32]5[CH2:36][CH2:35][CH2:34][N:33]5[C:56](=[O:57])[C@H:55]([CH:54]([CH3:53])[CH3:66])[NH:59][C:60]5[CH:61]=[N:62][CH:63]=[CH:64][CH:65]=5)=[N:29][CH:28]=4)=[CH:25][CH:26]=3)=[CH:17][CH:16]=2)=[CH:13][N:14]=1)=[O:37]. The yield is 0.560. The catalyst is CN(C=O)C.